Task: Predict which catalyst facilitates the given reaction.. Dataset: Catalyst prediction with 721,799 reactions and 888 catalyst types from USPTO (1) Reactant: [C:1]1([CH:7]2[CH2:12][CH2:11][N:10]([CH2:13][C@@H:14]3[CH2:20][CH2:19][C:18]4[CH:21]=[CH:22][CH:23]=[CH:24][C:17]=4[C@H:16]([OH:25])[CH2:15]3)[CH2:9][CH2:8]2)[CH:6]=[CH:5][CH:4]=[CH:3][CH:2]=1.[H-].[Na+].[CH2:28](Br)[CH:29]=[CH2:30].CCOCC.[ClH:37]. Product: [ClH:37].[CH2:30]([O:25][C@H:16]1[C:17]2[CH:24]=[CH:23][CH:22]=[CH:21][C:18]=2[CH2:19][CH2:20][C@@H:14]([CH2:13][N:10]2[CH2:9][CH2:8][CH:7]([C:1]3[CH:2]=[CH:3][CH:4]=[CH:5][CH:6]=3)[CH2:12][CH2:11]2)[CH2:15]1)[CH:29]=[CH2:28]. The catalyst class is: 116. (2) Reactant: [CH:1]1([CH2:7][CH2:8][N:9]([CH2:22][CH2:23]O)[C:10](=[O:21])[NH:11][C@@H:12]([CH3:20])[C:13]([O:15][C:16]([CH3:19])([CH3:18])[CH3:17])=[O:14])[CH2:6][CH2:5][CH2:4][CH2:3][CH2:2]1.C1(P(C2C=CC=CC=2)C2C=CC=CC=2)C=CC=CC=1.N(C(OC(C)C)=O)=NC(OC(C)C)=O.[C:58]([OH:61])(=[S:60])[CH3:59].C(=O)([O-])O.[Na+]. Product: [C:58]([S:60][CH2:23][CH2:22][N:9]([CH2:8][CH2:7][CH:1]1[CH2:2][CH2:3][CH2:4][CH2:5][CH2:6]1)[C:10](=[O:21])[NH:11][C@@H:12]([CH3:20])[C:13]([O:15][C:16]([CH3:17])([CH3:18])[CH3:19])=[O:14])(=[O:61])[CH3:59]. The catalyst class is: 7. (3) Reactant: Br[C:2]1[CH:9]=[CH:8][C:5]([C:6]#[N:7])=[C:4]([O:10][CH3:11])[CH:3]=1.[F:12][C:13]1([F:21])[C@H:17]([OH:18])[C@H:16]([CH3:19])[NH:15][C:14]1=[O:20].C1(P(C2C=CC=CC=2)C2C3OC4C(=CC=CC=4P(C4C=CC=CC=4)C4C=CC=CC=4)C(C)(C)C=3C=CC=2)C=CC=CC=1.C(=O)([O-])[O-].[Cs+].[Cs+]. Product: [CH3:11][O:10][C:4]1[CH:3]=[C:2]([N:15]2[C@@H:16]([CH3:19])[C@@H:17]([OH:18])[C:13]([F:21])([F:12])[C:14]2=[O:20])[CH:9]=[CH:8][C:5]=1[C:6]#[N:7]. The catalyst class is: 110. (4) Reactant: [Cl:1][C:2]1[CH:3]=[C:4]([CH2:16][NH:17][C:18]([C:20]2[CH:25]=[CH:24][CH:23]=[C:22]([C:26]([NH:28][CH2:29][C:30]3[C:31]([NH:43][CH:44]4[CH2:49][CH2:48][O:47][CH2:46][CH2:45]4)=[C:32]4[CH:40]=[N:39][N:38]([CH2:41][CH3:42])[C:33]4=[N:34][C:35]=3[CH2:36][CH3:37])=[O:27])[CH:21]=2)=[O:19])[CH:5]=[C:6]([C:8]2[CH:13]=[CH:12][CH:11]=[C:10]([CH:14]=O)[CH:9]=2)[CH:7]=1.[N:50]1(C(OC(C)(C)C)=O)[CH2:56][CH2:55][CH2:54][NH:53][CH2:52][CH2:51]1.C(O)(=O)C.C(O[BH-](OC(=O)C)OC(=O)C)(=O)C.[F:81][C:82]([F:87])([F:86])[C:83]([OH:85])=[O:84]. Product: [Cl:1][C:2]1[CH:3]=[C:4]([CH2:16][NH:17][C:18]([C:20]2[CH:25]=[CH:24][CH:23]=[C:22]([C:26]([NH:28][CH2:29][C:30]3[C:31]([NH:43][CH:44]4[CH2:49][CH2:48][O:47][CH2:46][CH2:45]4)=[C:32]4[CH:40]=[N:39][N:38]([CH2:41][CH3:42])[C:33]4=[N:34][C:35]=3[CH2:36][CH3:37])=[O:27])[CH:21]=2)=[O:19])[CH:5]=[C:6]([C:8]2[CH:13]=[CH:12][CH:11]=[C:10]([CH2:14][N:50]3[CH2:56][CH2:55][CH2:54][NH:53][CH2:52][CH2:51]3)[CH:9]=2)[CH:7]=1.[C:83]([OH:85])([C:82]([F:87])([F:86])[F:81])=[O:84]. The catalyst class is: 26. (5) Reactant: [O-]Cl.[Na+].C1(CCCC2C=C[N+]([O-:19])=CC=2)C=CC=CC=1.[CH3:20][S:21]([C:24]1[CH:25]=[C:26]2[C:30](=[CH:31][CH:32]=1)[CH2:29][CH:28]=[CH:27]2)(=[O:23])=[O:22]. Product: [CH3:20][S:21]([C:24]1[CH:32]=[CH:31][C:30]2[CH2:29][C@@H:28]3[O:19][C@@H:27]3[C:26]=2[CH:25]=1)(=[O:22])=[O:23]. The catalyst class is: 34. (6) Reactant: [CH2:1]([O:3][C@@H:4]([CH2:10][C:11]1[CH:16]=[CH:15][C:14]([OH:17])=[CH:13][CH:12]=1)[C:5]([O:7][CH2:8][CH3:9])=[O:6])[CH3:2].CN(C)C=O.C(=O)([O-])[O-].[Cs+].[Cs+].Br.Br[CH2:31][C:32]1[CH:37]=[CH:36][CH:35]=[CH:34][N:33]=1. Product: [CH2:1]([O:3][C@@H:4]([CH2:10][C:11]1[CH:12]=[CH:13][C:14]([O:17][CH2:31][C:32]2[CH:37]=[CH:36][CH:35]=[CH:34][N:33]=2)=[CH:15][CH:16]=1)[C:5]([O:7][CH2:8][CH3:9])=[O:6])[CH3:2]. The catalyst class is: 6. (7) Reactant: [CH2:1]([N:3]1[CH2:8][CH2:7][N:6]([C:9]2[C:18]3[C:13](=[CH:14][CH:15]=[CH:16][CH:17]=3)[CH:12]=[C:11]([C:19]3[CH:24]=[CH:23][C:22]([CH2:25][CH2:26][O:27]CC4C=CC=CC=4)=[CH:21][CH:20]=3)[N:10]=2)[CH2:5][CH2:4]1)[CH3:2].[ClH:35]. Product: [ClH:35].[ClH:35].[CH2:1]([N:3]1[CH2:4][CH2:5][N:6]([C:9]2[C:18]3[C:13](=[CH:14][CH:15]=[CH:16][CH:17]=3)[CH:12]=[C:11]([C:19]3[CH:20]=[CH:21][C:22]([CH2:25][CH2:26][OH:27])=[CH:23][CH:24]=3)[N:10]=2)[CH2:7][CH2:8]1)[CH3:2]. The catalyst class is: 19.